This data is from Merck oncology drug combination screen with 23,052 pairs across 39 cell lines. The task is: Regression. Given two drug SMILES strings and cell line genomic features, predict the synergy score measuring deviation from expected non-interaction effect. (1) Drug 1: CN1C(=O)C=CC2(C)C3CCC4(C)C(NC(=O)OCC(F)(F)F)CCC4C3CCC12. Synergy scores: synergy=-14.6. Drug 2: Cc1nc(Nc2ncc(C(=O)Nc3c(C)cccc3Cl)s2)cc(N2CCN(CCO)CC2)n1. Cell line: NCIH460. (2) Drug 1: O=c1[nH]cc(F)c(=O)[nH]1. Drug 2: C=CCn1c(=O)c2cnc(Nc3ccc(N4CCN(C)CC4)cc3)nc2n1-c1cccc(C(C)(C)O)n1. Cell line: A2780. Synergy scores: synergy=11.3. (3) Drug 1: COC1=C2CC(C)CC(OC)C(O)C(C)C=C(C)C(OC(N)=O)C(OC)C=CC=C(C)C(=O)NC(=CC1=O)C2=O. Drug 2: CCc1cnn2c(NCc3ccc[n+]([O-])c3)cc(N3CCCCC3CCO)nc12. Cell line: SKMES1. Synergy scores: synergy=-10.9.